Task: Predict the product of the given reaction.. Dataset: Forward reaction prediction with 1.9M reactions from USPTO patents (1976-2016) Given the reactants F[C:2]1[N:10]=[C:9]2[C:5]([N:6]=[CH:7][N:8]2[CH:11]([CH3:13])[CH3:12])=[C:4]([NH:14][CH2:15][C:16]2[CH:21]=[CH:20][CH:19]=[CH:18][N:17]=2)[N:3]=1.CCN(C(C)C)C(C)C.[NH2:31][C@@H:32]([CH2:37][CH3:38])[C:33]([CH3:36])([OH:35])[CH3:34], predict the reaction product. The product is: [CH:11]([N:8]1[CH:7]=[N:6][C:5]2[C:9]1=[N:10][C:2]([NH:31][C@@H:32]([CH2:37][CH3:38])[C:33]([CH3:36])([OH:35])[CH3:34])=[N:3][C:4]=2[NH:14][CH2:15][C:16]1[CH:21]=[CH:20][CH:19]=[CH:18][N:17]=1)([CH3:13])[CH3:12].